Predict which catalyst facilitates the given reaction. From a dataset of Catalyst prediction with 721,799 reactions and 888 catalyst types from USPTO. (1) Reactant: [OH:1][C@@H:2]([C@H:4]1[C:10](=[O:11])[N:9]2[C@@H:5]1[CH2:6][C:7]([C:15]1[CH:20]=[CH:19][CH:18]=[CH:17][C:16]=1[OH:21])=[C:8]2[C:12]([O-:14])=[O:13])[CH3:3].[Na+].[C:23]([O:29][CH2:30]I)(=[O:28])[C:24]([CH3:27])([CH3:26])[CH3:25].C(OCC)(=O)C. Product: [OH:1][C@@H:2]([C@H:4]1[C:10](=[O:11])[N:9]2[C@@H:5]1[CH2:6][C:7]([C:15]1[CH:20]=[CH:19][CH:18]=[CH:17][C:16]=1[OH:21])=[C:8]2[C:12]([O:14][CH2:30][O:29][C:23](=[O:28])[C:24]([CH3:27])([CH3:26])[CH3:25])=[O:13])[CH3:3]. The catalyst class is: 9. (2) Reactant: [Cl:1][C:2]1[C:3]2[N:4]([C:8]([I:11])=[N:9][CH:10]=2)[CH:5]=[CH:6][N:7]=1.C1C(=O)N([Br:19])C(=O)C1.C([O-])(O)=O.[Na+]. Product: [Br:19][C:10]1[N:9]=[C:8]([I:11])[N:4]2[CH:5]=[CH:6][N:7]=[C:2]([Cl:1])[C:3]=12. The catalyst class is: 3. (3) Reactant: [O:1]1[C:5]2=[CH:6][C:7]3[CH2:8][CH2:9][C:10](=O)[NH:11][C:12]=3[CH:13]=[C:4]2[O:3][CH2:2]1. Product: [O:1]1[C:5]2=[CH:6][C:7]3[CH2:8][CH2:9][CH2:10][NH:11][C:12]=3[CH:13]=[C:4]2[O:3][CH2:2]1. The catalyst class is: 7. (4) Reactant: C(OC(=O)[NH:7][C:8]1([C:12]2[CH:17]=[CH:16][C:15]([C:18]3[C:23]([C:24]4[CH:29]=[CH:28][CH:27]=[CH:26][CH:25]=4)=[CH:22][N:21]4[C:30]([C:39]5[CH:44]=[C:43]([C:45]([F:48])([F:47])[F:46])[CH:42]=[C:41]([C:49]([F:52])([F:51])[F:50])[CH:40]=5)=[C:31]([C:33]5[CH:38]=[CH:37][CH:36]=[CH:35][CH:34]=5)[N:32]=[C:20]4[N:19]=3)=[CH:14][CH:13]=2)[CH2:11][CH2:10][CH2:9]1)(C)(C)C.Cl.CO. Product: [F:52][C:49]([F:50])([F:51])[C:41]1[CH:40]=[C:39]([C:30]2[N:21]3[CH:22]=[C:23]([C:24]4[CH:29]=[CH:28][CH:27]=[CH:26][CH:25]=4)[C:18]([C:15]4[CH:16]=[CH:17][C:12]([C:8]5([NH2:7])[CH2:11][CH2:10][CH2:9]5)=[CH:13][CH:14]=4)=[N:19][C:20]3=[N:32][C:31]=2[C:33]2[CH:34]=[CH:35][CH:36]=[CH:37][CH:38]=2)[CH:44]=[C:43]([C:45]([F:46])([F:47])[F:48])[CH:42]=1. The catalyst class is: 5. (5) Reactant: [CH3:1][O:2][C:3]1[CH:4]=[C:5]([CH:9]=[CH:10][CH:11]=1)[CH2:6][CH2:7][NH2:8].[CH:12](O)=O.C(OC(=O)C)(=O)C.C(=O)(O)[O-].[Na+]. Product: [CH3:1][O:2][C:3]1[CH:4]=[C:5]2[C:9](=[CH:10][CH:11]=1)[CH:12]=[N:8][CH2:7][CH2:6]2. The catalyst class is: 7. (6) Reactant: C(O[C:6]([N:8]1[C@H:17]([C:18](=[O:40])[NH:19][C@H:20]([C:36]([O:38]C)=[O:37])[CH2:21][C:22]2[CH:27]=[CH:26][C:25]([C:28]3[CH:33]=[CH:32][N:31]=[C:30]([CH3:34])[C:29]=3[CH3:35])=[CH:24][CH:23]=2)[CH2:16][C:15]2[CH:14]=[C:13]3[O:41][CH2:42][C@H:43]([C:45]4[CH:50]=[CH:49][C:48]([OH:51])=[CH:47][CH:46]=4)[O:44][C:12]3=[CH:11][C:10]=2[CH2:9]1)=[O:7])(C)(C)C.[Cl:52][C:53]1[CH:58]=[CH:57][C:56]([CH2:59][CH2:60]O)=[CH:55][CH:54]=1.C1(P(C2C=CC=CC=2)C2C=CC=CC=2)C=CC=CC=1.CC(OC(/N=N/C(OC(C)C)=O)=O)C.C(Cl)CCl.[CH3:99][C:100]1[O:101][C:102]([CH3:108])=[C:103](C(O)=O)[N:104]=1. Product: [Cl:52][C:53]1[CH:54]=[CH:55][C:56]([CH2:59][CH2:60][O:51][C:48]2[CH:49]=[CH:50][C:45]([C@H:43]3[CH2:42][O:41][C:13]4=[CH:14][C:15]5[CH2:16][C@@H:17]([C:18]([NH:19][C@@H:20]([CH2:21][C:22]6[CH:27]=[CH:26][C:25]([C:28]7[CH:33]=[CH:32][N:31]=[C:30]([CH3:34])[C:29]=7[CH3:35])=[CH:24][CH:23]=6)[C:36]([OH:38])=[O:37])=[O:40])[N:8]([C:6]([C:103]6[N:104]=[C:100]([CH3:99])[O:101][C:102]=6[CH3:108])=[O:7])[CH2:9][C:10]=5[CH:11]=[C:12]4[O:44]3)=[CH:46][CH:47]=2)=[CH:57][CH:58]=1. The catalyst class is: 2. (7) Reactant: [C:1]([C:5]1[CH:10]=[CH:9][C:8]([NH2:11])=[CH:7][CH:6]=1)([CH3:4])([CH3:3])[CH3:2].C1C(=O)N([Br:19])C(=O)C1. Product: [Br:19][C:9]1[CH:10]=[C:5]([C:1]([CH3:4])([CH3:2])[CH3:3])[CH:6]=[CH:7][C:8]=1[NH2:11]. The catalyst class is: 18.